This data is from Catalyst prediction with 721,799 reactions and 888 catalyst types from USPTO. The task is: Predict which catalyst facilitates the given reaction. (1) Reactant: [F:1][C:2]([F:31])([F:30])[C:3]1[CH:4]=[C:5]([N:9]2[CH2:14][CH2:13][N:12]([C:15]([CH:17]3[CH2:22][CH2:21][CH2:20][N:19](C(OC(C)(C)C)=O)[CH2:18]3)=[O:16])[CH2:11][CH2:10]2)[CH:6]=[CH:7][CH:8]=1.[ClH:32]. Product: [ClH:32].[NH:19]1[CH2:20][CH2:21][CH2:22][CH:17]([C:15]([N:12]2[CH2:13][CH2:14][N:9]([C:5]3[CH:6]=[CH:7][CH:8]=[C:3]([C:2]([F:31])([F:1])[F:30])[CH:4]=3)[CH2:10][CH2:11]2)=[O:16])[CH2:18]1. The catalyst class is: 269. (2) Reactant: [C:1]([O:20][CH2:21][C@H:22]1[NH:26][C:25](=[O:27])[CH2:24][CH2:23]1)([C:14]1[CH:19]=[CH:18][CH:17]=[CH:16][CH:15]=1)([C:8]1[CH:13]=[CH:12][CH:11]=[CH:10][CH:9]=1)[C:2]1[CH:7]=[CH:6][CH:5]=[CH:4][CH:3]=1.IC.[CH3:30][Si]([N-][Si](C)(C)C)(C)C.[Na+].[Cl-].[NH4+]. Product: [CH3:30][N:26]1[C@H:22]([CH2:21][O:20][C:1]([C:8]2[CH:13]=[CH:12][CH:11]=[CH:10][CH:9]=2)([C:14]2[CH:15]=[CH:16][CH:17]=[CH:18][CH:19]=2)[C:2]2[CH:7]=[CH:6][CH:5]=[CH:4][CH:3]=2)[CH2:23][CH2:24][C:25]1=[O:27]. The catalyst class is: 18. (3) Reactant: [C:1]([O:5][C:6](=[O:28])[CH:7]([O:10][C:11]1[C:16]2[CH:17]=[C:18]([CH3:27])[N:19]([CH2:20][C:21]3[CH:26]=[CH:25][CH:24]=[CH:23][CH:22]=3)[C:15]=2[CH:14]=[CH:13][N:12]=1)[CH2:8][CH3:9])([CH3:4])([CH3:3])[CH3:2].[C:29]([O:33][C:34](=[O:54])[CH2:35]OC1C2C=C(C)N(CC3C=CC=CC=3)C=2C=CN=1)(C)(C)C.ICC. Product: [C:1]([O:5][C:6](=[O:28])[CH:7]([O:10][C:11]1[C:16]2[CH:17]=[C:18]([CH3:27])[N:19]([CH2:20][C:21]3[CH:26]=[CH:25][CH:24]=[CH:23][CH:22]=3)[C:15]=2[CH:14]=[CH:13][N:12]=1)[CH2:8][CH3:9])([CH3:4])([CH3:2])[CH3:3].[CH3:29][O:33][C:34](=[O:54])[CH3:35]. The catalyst class is: 7. (4) Reactant: Cl[C:2]1[N:7]=[C:6]([N:8]2[CH2:13][CH2:12][O:11][CH2:10][C@@H:9]2[CH3:14])[CH:5]=[C:4]([CH2:15][S:16]([CH3:19])(=[O:18])=[O:17])[N:3]=1.[CH3:20][C@H:21]1[O:26][C@@H:25]([CH3:27])[CH2:24][NH:23][CH2:22]1.C(=O)([O-])[O-].[Na+].[Na+]. Product: [CH3:27][C@H:25]1[O:26][C@@H:21]([CH3:20])[CH2:22][N:23]([C:2]2[N:7]=[C:6]([N:8]3[CH2:13][CH2:12][O:11][CH2:10][C@@H:9]3[CH3:14])[CH:5]=[C:4]([CH2:15][S:16]([CH3:19])(=[O:18])=[O:17])[N:3]=2)[CH2:24]1. The catalyst class is: 44. (5) Reactant: [NH2:1][C:2]1[CH:3]=[C:4]([CH:20]=[CH:21][CH:22]=1)[O:5][C:6]1[CH:7]=[CH:8][C:9]2[N:10]([CH:12]=[C:13]([C:15]([O:17][CH2:18][CH3:19])=[O:16])[N:14]=2)[N:11]=1.[F:23][C:24]([F:35])([F:34])[C:25]1[CH:26]=[C:27]([CH:31]=[CH:32][CH:33]=1)[C:28](O)=[O:29].ON1C2C=CC=CC=2N=N1.Cl.C(N=C=NCCCN(C)C)C. Product: [F:23][C:24]([F:34])([F:35])[C:25]1[CH:26]=[C:27]([CH:31]=[CH:32][CH:33]=1)[C:28]([NH:1][C:2]1[CH:3]=[C:4]([CH:20]=[CH:21][CH:22]=1)[O:5][C:6]1[CH:7]=[CH:8][C:9]2[N:10]([CH:12]=[C:13]([C:15]([O:17][CH2:18][CH3:19])=[O:16])[N:14]=2)[N:11]=1)=[O:29]. The catalyst class is: 9. (6) Reactant: [OH:1][C:2]1[CH:3]=[C:4]([CH:8]([C:10]2[CH:15]=[CH:14][CH:13]=[C:12]([OH:16])[CH:11]=2)O)[CH:5]=[CH:6][CH:7]=1.[NH:17]1[CH:21]=[N:20][CH:19]=[N:18]1.CC1C=CC(S(O)(=O)=O)=CC=1. Product: [OH:1][C:2]1[CH:3]=[C:4]([CH:8]([C:10]2[CH:15]=[CH:14][CH:13]=[C:12]([OH:16])[CH:11]=2)[N:17]2[CH:21]=[N:20][CH:19]=[N:18]2)[CH:5]=[CH:6][CH:7]=1. The catalyst class is: 11. (7) Reactant: [C:1]1(=[O:8])[CH2:6][CH2:5][CH2:4][C:3](=[O:7])[CH2:2]1.[CH2:9](O)[C:10]1[CH:15]=[CH:14][CH:13]=[CH:12][CH:11]=1. Product: [CH2:9]([O:7][C:3]1[CH2:4][CH2:5][CH2:6][C:1](=[O:8])[CH:2]=1)[C:10]1[CH:15]=[CH:14][CH:13]=[CH:12][CH:11]=1. The catalyst class is: 11. (8) Reactant: Br[C:2]1[C:7]([CH3:8])=[CH:6][C:5]([Br:9])=[CH:4][N:3]=1.[CH3:10][O:11][C:12]1[CH:17]=[C:16]([O:18][C:19]([F:22])([F:21])[F:20])[CH:15]=[CH:14][C:13]=1B(O)O.C([O-])([O-])=O.[K+].[K+].O. Product: [Br:9][C:5]1[CH:6]=[C:7]([CH3:8])[C:2]([C:13]2[CH:14]=[CH:15][C:16]([O:18][C:19]([F:21])([F:22])[F:20])=[CH:17][C:12]=2[O:11][CH3:10])=[N:3][CH:4]=1. The catalyst class is: 109. (9) Reactant: C(OC([N:8]1[CH2:12][CH2:11][CH2:10][CH:9]1[C:13](=[O:31])[NH:14][C:15]1[CH:20]=[CH:19][C:18]([C:21]2[CH:26]=[CH:25][CH:24]=[CH:23][C:22]=2[S:27]([CH3:30])(=[O:29])=[O:28])=[CH:17][CH:16]=1)=O)(C)(C)C.FC(F)(F)C(O)=O. Product: [CH3:30][S:27]([C:22]1[CH:23]=[CH:24][CH:25]=[CH:26][C:21]=1[C:18]1[CH:19]=[CH:20][C:15]([NH:14][C:13]([CH:9]2[CH2:10][CH2:11][CH2:12][NH:8]2)=[O:31])=[CH:16][CH:17]=1)(=[O:29])=[O:28]. The catalyst class is: 2. (10) Reactant: [CH2:1]([NH:7][CH2:8][C:9]1[CH:14]=[CH:13][CH:12]=[CH:11][CH:10]=1)[CH2:2][CH2:3][CH2:4][CH2:5][CH3:6].[OH:15][C:16]1[CH:21]=[CH:20][C:19]([CH2:22][CH2:23][C:24]([OH:26])=O)=[CH:18][CH:17]=1.C1C=CC2N(O)N=NC=2C=1.CN(C(ON1N=NC2C=CC=CC1=2)=[N+](C)C)C.[B-](F)(F)(F)F.CCN(C(C)C)C(C)C. Product: [CH2:8]([N:7]([CH2:1][CH2:2][CH2:3][CH2:4][CH2:5][CH3:6])[C:24](=[O:26])[CH2:23][CH2:22][C:19]1[CH:18]=[CH:17][C:16]([OH:15])=[CH:21][CH:20]=1)[C:9]1[CH:14]=[CH:13][CH:12]=[CH:11][CH:10]=1. The catalyst class is: 3.